This data is from NCI-60 drug combinations with 297,098 pairs across 59 cell lines. The task is: Regression. Given two drug SMILES strings and cell line genomic features, predict the synergy score measuring deviation from expected non-interaction effect. (1) Drug 1: C1CNP(=O)(OC1)N(CCCl)CCCl. Drug 2: C1CN(P(=O)(OC1)NCCCl)CCCl. Cell line: MDA-MB-231. Synergy scores: CSS=14.9, Synergy_ZIP=2.61, Synergy_Bliss=10.1, Synergy_Loewe=-2.53, Synergy_HSA=7.15. (2) Drug 1: CC12CCC3C(C1CCC2=O)CC(=C)C4=CC(=O)C=CC34C. Drug 2: COCCOC1=C(C=C2C(=C1)C(=NC=N2)NC3=CC=CC(=C3)C#C)OCCOC.Cl. Cell line: RXF 393. Synergy scores: CSS=27.7, Synergy_ZIP=-1.12, Synergy_Bliss=-1.32, Synergy_Loewe=-1.54, Synergy_HSA=-0.631. (3) Drug 1: CCCS(=O)(=O)NC1=C(C(=C(C=C1)F)C(=O)C2=CNC3=C2C=C(C=N3)C4=CC=C(C=C4)Cl)F. Drug 2: CN1C(=O)N2C=NC(=C2N=N1)C(=O)N. Cell line: CCRF-CEM. Synergy scores: CSS=-8.07, Synergy_ZIP=3.22, Synergy_Bliss=-1.17, Synergy_Loewe=-9.97, Synergy_HSA=-8.07. (4) Drug 1: CC(CN1CC(=O)NC(=O)C1)N2CC(=O)NC(=O)C2. Synergy scores: CSS=1.23, Synergy_ZIP=-0.458, Synergy_Bliss=0.834, Synergy_Loewe=-0.253, Synergy_HSA=-0.577. Cell line: NCI/ADR-RES. Drug 2: CC1=C(C=C(C=C1)NC(=O)C2=CC=C(C=C2)CN3CCN(CC3)C)NC4=NC=CC(=N4)C5=CN=CC=C5. (5) Drug 1: CC1=C(C(CCC1)(C)C)C=CC(=CC=CC(=CC(=O)O)C)C. Drug 2: CCC1(CC2CC(C3=C(CCN(C2)C1)C4=CC=CC=C4N3)(C5=C(C=C6C(=C5)C78CCN9C7C(C=CC9)(C(C(C8N6C)(C(=O)OC)O)OC(=O)C)CC)OC)C(=O)OC)O.OS(=O)(=O)O. Cell line: SF-539. Synergy scores: CSS=32.2, Synergy_ZIP=-0.398, Synergy_Bliss=-0.165, Synergy_Loewe=1.32, Synergy_HSA=3.56. (6) Drug 1: CC1OCC2C(O1)C(C(C(O2)OC3C4COC(=O)C4C(C5=CC6=C(C=C35)OCO6)C7=CC(=C(C(=C7)OC)O)OC)O)O. Drug 2: CC1=C(C=C(C=C1)C(=O)NC2=CC(=CC(=C2)C(F)(F)F)N3C=C(N=C3)C)NC4=NC=CC(=N4)C5=CN=CC=C5. Cell line: SW-620. Synergy scores: CSS=30.5, Synergy_ZIP=1.61, Synergy_Bliss=-1.63, Synergy_Loewe=-13.0, Synergy_HSA=-4.46. (7) Drug 1: CN(C)N=NC1=C(NC=N1)C(=O)N. Drug 2: CN(C)C1=NC(=NC(=N1)N(C)C)N(C)C. Cell line: OVCAR-4. Synergy scores: CSS=4.34, Synergy_ZIP=1.64, Synergy_Bliss=7.69, Synergy_Loewe=4.05, Synergy_HSA=4.31.